This data is from Full USPTO retrosynthesis dataset with 1.9M reactions from patents (1976-2016). The task is: Predict the reactants needed to synthesize the given product. (1) Given the product [F:1][C:2]1[CH:7]=[C:6]([F:8])[CH:5]=[CH:4][C:3]=1[C:9]1[CH:21]=[CH:20][C:12]([C:13]([OH:15])=[O:14])=[C:11]([NH:22][C:23](=[O:32])[C:24]2[CH:29]=[CH:28][CH:27]=[C:26]([CH3:30])[C:25]=2[CH3:31])[CH:10]=1, predict the reactants needed to synthesize it. The reactants are: [F:1][C:2]1[CH:7]=[C:6]([F:8])[CH:5]=[CH:4][C:3]=1[C:9]1[CH:21]=[CH:20][C:12]([C:13]([O:15]C(C)(C)C)=[O:14])=[C:11]([NH:22][C:23](=[O:32])[C:24]2[CH:29]=[CH:28][CH:27]=[C:26]([CH3:30])[C:25]=2[CH3:31])[CH:10]=1. (2) The reactants are: [F:1][CH2:2][C:3](Cl)=[O:4].[N:6]1[N:7]=[C:8]([C:15]2[CH:24]=[CH:23][C:22]3[C:17](=[C:18]([O:25][CH2:26][C:27]([CH3:31])([CH3:30])[CH2:28][NH2:29])[CH:19]=[CH:20][CH:21]=3)[N:16]=2)[N:9]2[CH:14]=[CH:13][CH:12]=[CH:11][C:10]=12.C(N(C(C)C)CC)(C)C. Given the product [N:6]1[N:7]=[C:8]([C:15]2[CH:24]=[CH:23][C:22]3[C:17](=[C:18]([O:25][CH2:26][C:27]([CH3:31])([CH3:30])[CH2:28][NH:29][C:3](=[O:4])[CH2:2][F:1])[CH:19]=[CH:20][CH:21]=3)[N:16]=2)[N:9]2[CH:14]=[CH:13][CH:12]=[CH:11][C:10]=12, predict the reactants needed to synthesize it. (3) Given the product [C:9]1([CH3:19])[CH:14]=[CH:13][C:12]([S:15]([O:6][C:3]([CH2:7][F:8])([C:4]#[CH:5])[CH2:2][F:1])(=[O:17])=[O:16])=[CH:11][CH:10]=1, predict the reactants needed to synthesize it. The reactants are: [F:1][CH2:2][C:3]([CH2:7][F:8])([OH:6])[C:4]#[CH:5].[C:9]1([CH3:19])[CH:14]=[CH:13][C:12]([S:15](Cl)(=[O:17])=[O:16])=[CH:11][CH:10]=1.[H-].[Na+].O. (4) The reactants are: [CH3:1][O:2][C:3]1[CH:8]=[CH:7][N:6]=[CH:5][C:4]=1[NH2:9].C(OC1C=C[C:17]([S:20](C)(=O)=O)=CC=1N=C=S)(C)C. Given the product [N:9]([C:4]1[CH:5]=[N:6][CH:7]=[CH:8][C:3]=1[O:2][CH3:1])=[C:17]=[S:20], predict the reactants needed to synthesize it. (5) Given the product [NH2:67][C@@H:63]([CH2:62][CH2:61][C:59]([NH:58][C@H:50]([C:51]([NH:53][CH2:54][C:55]([OH:57])=[O:56])=[O:52])[CH2:49][SH:48])=[O:60])[C:64]([OH:66])=[O:65].[CH3:1][CH2:2][CH2:3][CH2:4][CH2:5]/[CH:6]=[CH:7]/[CH2:8]/[CH:9]=[CH:10]/[CH:11]=[CH:12]/[CH:13]=[CH:14]/[CH:15]1[O:17][CH:16]1[CH2:18][CH2:19][CH2:20][C:21]([O:23][CH3:24])=[O:22], predict the reactants needed to synthesize it. The reactants are: [CH3:1][CH2:2][CH2:3][CH2:4][CH2:5]/[CH:6]=[CH:7]\[CH2:8]/[CH:9]=[CH:10]\[CH:11]=[CH:12]\[CH:13]=[CH:14]\[C@@H:15]1[O:17][C@H:16]1[CH2:18][CH2:19][CH2:20][C:21]([O:23][CH3:24])=[O:22].CCCCC/C=C\C/C=C\C=C\C=C\[C@@H]([S:48][CH2:49][C@H:50]([NH:58][C:59]([CH2:61][CH2:62][C@H:63]([NH2:67])[C:64]([OH:66])=[O:65])=[O:60])[C:51]([NH:53][CH2:54][C:55]([OH:57])=[O:56])=[O:52])[C@@H](O)CCCC(O)=O.CCCCC/C=C\C/C=C\C=C\C=C\[C@@H]1O[C@H]1CCCC(OC)=O. (6) Given the product [C:28]([S:32][C:33]([C:35]1[N:36]2[C@H:39]([S:40](=[O:45])(=[O:44])[CH:41]([O:19][C:20](=[O:27])[C:21]3[CH:22]=[CH:23][CH:24]=[CH:25][CH:26]=3)[C:42]=1[CH3:43])[C@@H:38]([O:46][CH3:47])[C:37]2=[O:48])=[O:34])([CH3:31])([CH3:29])[CH3:30], predict the reactants needed to synthesize it. The reactants are: N12CCCC1=NCCC2.[C:20]([O:19][O:19][C:20](=[O:27])[C:21]1[CH:26]=[CH:25][CH:24]=[CH:23][CH:22]=1)(=[O:27])[C:21]1[CH:26]=[CH:25][CH:24]=[CH:23][CH:22]=1.[C:28]([S:32][C:33]([C:35]1[N:36]2[C@H:39]([S:40](=[O:45])(=[O:44])[CH2:41][C:42]=1[CH3:43])[C@@H:38]([O:46][CH3:47])[C:37]2=[O:48])=[O:34])([CH3:31])([CH3:30])[CH3:29]. (7) Given the product [CH2:18]([NH:1][C:2]1[CH:3]=[CH:4][C:5]([C:8]([OH:17])([C:9]([F:10])([F:11])[F:12])[C:13]([F:14])([F:15])[F:16])=[CH:6][CH:7]=1)[CH3:19], predict the reactants needed to synthesize it. The reactants are: [NH2:1][C:2]1[CH:7]=[CH:6][C:5]([C:8]([OH:17])([C:13]([F:16])([F:15])[F:14])[C:9]([F:12])([F:11])[F:10])=[CH:4][CH:3]=1.[CH3:18][C:19](OC(C)=O)=O.